From a dataset of Reaction yield outcomes from USPTO patents with 853,638 reactions. Predict the reaction yield, written as a fraction of the theoretical maximum amount of product (1.0 means a 100% yield; for example, 0.34 means a 34% yield). (1) The product is [Br:1][CH2:2][C:3]1[C:12]2[C:7](=[CH:8][CH:9]=[CH:10][CH:11]=2)[C:6]([CH:13]=[O:25])=[CH:5][CH:4]=1. The catalyst is C1(C)C=CC=CC=1. The reactants are [Br:1][CH2:2][C:3]1[C:12]2[C:7](=[CH:8][CH:9]=[CH:10][CH:11]=2)[C:6]([C:13]#N)=[CH:5][CH:4]=1.CC(C[AlH]CC(C)C)C.Cl.[OH2:25]. The yield is 0.880. (2) The reactants are C([O:3][C:4](=[O:32])[C:5]([CH3:31])([CH3:30])[CH2:6][CH2:7][CH2:8][CH2:9][CH2:10][CH2:11][CH2:12][C:13](=[O:29])[CH2:14][CH2:15][CH2:16][CH2:17][CH2:18][CH2:19][CH2:20][C:21]([CH3:28])([CH3:27])[C:22]([O:24]CC)=[O:23])C.[OH-].[K+]. The catalyst is CCO.O. The product is [CH3:30][C:5]([CH3:31])([CH2:6][CH2:7][CH2:8][CH2:9][CH2:10][CH2:11][CH2:12][C:13](=[O:29])[CH2:14][CH2:15][CH2:16][CH2:17][CH2:18][CH2:19][CH2:20][C:21]([CH3:28])([CH3:27])[C:22]([OH:24])=[O:23])[C:4]([OH:32])=[O:3]. The yield is 0.740. (3) The reactants are [NH2:1][C@H:2]1[CH2:7][CH2:6][C@H:5]([NH:8][C:9]2[CH:14]=[C:13]([C:15]3[CH:20]=[CH:19][CH:18]=[C:17]([NH:21][CH2:22][C:23]4[CH:28]=[C:27]([F:29])[CH:26]=[C:25]([F:30])[CH:24]=4)[N:16]=3)[C:12]([Cl:31])=[CH:11][N:10]=2)[CH2:4][CH2:3]1.C([O-])([O-])=O.[K+].[K+].CS(C)=O.Br[CH2:43][CH2:44][CH2:45][CH2:46]Br. The catalyst is C(Cl)Cl. The product is [Cl:31][C:12]1[C:13]([C:15]2[CH:20]=[CH:19][CH:18]=[C:17]([NH:21][CH2:22][C:23]3[CH:24]=[C:25]([F:30])[CH:26]=[C:27]([F:29])[CH:28]=3)[N:16]=2)=[CH:14][C:9]([NH:8][C@H:5]2[CH2:6][CH2:7][C@H:2]([N:1]3[CH2:46][CH2:45][CH2:44][CH2:43]3)[CH2:3][CH2:4]2)=[N:10][CH:11]=1. The yield is 0.460. (4) The reactants are [CH3:1][O:2][C:3]([C:5]1[CH:9]=[C:8]([C:10]2[CH:15]=[CH:14][CH:13]=[C:12]([CH2:16][CH2:17][C:18](=[O:20])[CH3:19])[CH:11]=2)[O:7][N:6]=1)=[O:4].[BH4-].[Na+]. The catalyst is CO. The product is [OH:20][CH:18]([CH3:19])[CH2:17][CH2:16][C:12]1[CH:11]=[C:10]([C:8]2[O:7][N:6]=[C:5]([C:3]([O:2][CH3:1])=[O:4])[CH:9]=2)[CH:15]=[CH:14][CH:13]=1. The yield is 0.990. (5) The reactants are Cl[C:2]1[C:11]2[C:6](=[CH:7][CH:8]=[C:9](OC(F)(F)F)[CH:10]=2)[N:5]=[C:4]([N:17]2[CH2:23][C:22]3[CH:24]=[CH:25][CH:26]=[CH:27][C:21]=3[S:20](=[O:29])(=[O:28])[CH2:19][CH2:18]2)[CH:3]=1.[CH:30]([C@@H:32]1[CH2:36][O:35][C:34]([CH3:38])([CH3:37])[N:33]1[C:39]([O:41][C:42]([CH3:45])([CH3:44])[CH3:43])=[O:40])=[CH2:31].[CH2:46](N(CC)CC)C.CN(C)C=O. The catalyst is CC(P(C(C)(C)C)C(C)(C)C)(C)C.CC(P(C(C)(C)C)C(C)(C)C)(C)C.[Pd].O. The product is [O:28]=[S:20]1(=[O:29])[C:21]2[CH:27]=[CH:26][CH:25]=[CH:24][C:22]=2[CH2:23][N:17]([C:4]2[CH:3]=[C:2](/[CH:31]=[CH:30]/[C@@H:32]3[CH2:36][O:35][C:34]([CH3:38])([CH3:37])[N:33]3[C:39]([O:41][C:42]([CH3:45])([CH3:44])[CH3:43])=[O:40])[C:11]3[C:6](=[CH:7][CH:8]=[C:9]([CH3:46])[CH:10]=3)[N:5]=2)[CH2:18][CH2:19]1. The yield is 0.600. (6) The product is [N:25]1([C:22]2[N:20]3[CH:21]=[C:16]([O:12][C@H:5]4[C:6]5[C:11](=[CH:10][CH:9]=[CH:8][CH:7]=5)[C@@H:2]([NH2:1])[CH2:3][CH2:4]4)[CH:17]=[CH:18][C:19]3=[N:24][N:23]=2)[CH2:29][CH2:28][CH2:27][CH2:26]1. The catalyst is CN(C=O)C. The yield is 0.140. The reactants are [NH2:1][C@@H:2]1[C:11]2[C:6](=[CH:7][CH:8]=[CH:9][CH:10]=2)[C@H:5]([OH:12])[CH2:4][CH2:3]1.[H-].[Na+].F[C:16]1[CH:17]=[CH:18][C:19]2[N:20]([C:22]([N:25]3[CH2:29][CH2:28][CH2:27][CH2:26]3)=[N:23][N:24]=2)[CH:21]=1. (7) The reactants are [Cl:1][CH:2]([CH2:7][C:8]1[CH:13]=[CH:12][C:11]([N+:14]([O-])=O)=[CH:10][C:9]=1[N+:17]([O-])=O)[C:3](OC)=[O:4]. The catalyst is C(O)(=O)C.O.C(OCC)(=O)C.[Fe]. The product is [NH2:14][C:11]1[CH:10]=[C:9]2[C:8]([CH2:7][CH:2]([Cl:1])[C:3](=[O:4])[NH:17]2)=[CH:13][CH:12]=1. The yield is 0.400.